Dataset: Reaction yield outcomes from USPTO patents with 853,638 reactions. Task: Predict the reaction yield, written as a fraction of the theoretical maximum amount of product (1.0 means a 100% yield; for example, 0.34 means a 34% yield). The reactants are Cl.[CH3:2][NH:3][O:4][CH3:5].[Cl-].C[Al+]C.[CH3:10][C:11]1[CH:20]=[CH:19][C:14]([C:15](OC)=[O:16])=[CH:13][N:12]=1.O. The catalyst is ClCCl.CCCCCC. The product is [CH3:2][N:3]([O:4][CH3:5])[C:15](=[O:16])[C:14]1[CH:19]=[CH:20][C:11]([CH3:10])=[N:12][CH:13]=1. The yield is 0.620.